From a dataset of Peptide-MHC class I binding affinity with 185,985 pairs from IEDB/IMGT. Regression. Given a peptide amino acid sequence and an MHC pseudo amino acid sequence, predict their binding affinity value. This is MHC class I binding data. The peptide sequence is LIFPAFFLC. The MHC is HLA-B35:01 with pseudo-sequence HLA-B35:01. The binding affinity (normalized) is 0.0847.